This data is from Forward reaction prediction with 1.9M reactions from USPTO patents (1976-2016). The task is: Predict the product of the given reaction. (1) Given the reactants [C:1]([NH:5][C:6]1[CH:7]=[CH:8][C:9]([O:42][CH3:43])=[C:10]([NH:12][C:13]2[N:14]=[C:15]([NH:31][C:32]3[CH:41]=[CH:40][CH:39]=[CH:38][C:33]=3[C:34]([NH:36][CH3:37])=[O:35])[C:16]3[C:21]([Cl:22])=[CH:20][N:19](COCC[Si](C)(C)C)[C:17]=3[N:18]=2)[CH:11]=1)(=[O:4])[CH:2]=[CH2:3].C(O)(C(F)(F)F)=O, predict the reaction product. The product is: [C:1]([NH:5][C:6]1[CH:7]=[CH:8][C:9]([O:42][CH3:43])=[C:10]([NH:12][C:13]2[N:14]=[C:15]([NH:31][C:32]3[CH:41]=[CH:40][CH:39]=[CH:38][C:33]=3[C:34]([NH:36][CH3:37])=[O:35])[C:16]3[C:21]([Cl:22])=[CH:20][NH:19][C:17]=3[N:18]=2)[CH:11]=1)(=[O:4])[CH:2]=[CH2:3]. (2) Given the reactants O.[OH-].[Li+].[Br:4][C:5]1[CH:14]=[C:13]([C:15]([NH:17][CH2:18][C:19]2[CH:24]=[CH:23][CH:22]=[C:21]([OH:25])[CH:20]=2)=[O:16])[CH:12]=[CH:11][C:6]=1[C:7]([O:9]C)=[O:8], predict the reaction product. The product is: [Br:4][C:5]1[CH:14]=[C:13]([C:15]([NH:17][CH2:18][C:19]2[CH:24]=[CH:23][CH:22]=[C:21]([OH:25])[CH:20]=2)=[O:16])[CH:12]=[CH:11][C:6]=1[C:7]([OH:9])=[O:8]. (3) The product is: [NH2:42][C:39]1[N:40]=[CH:41][C:36]([C:2]2[N:3]=[C:4]([N:22]3[CH2:27][CH2:26][O:25][CH2:24][CH2:23]3)[C:5]3[S:10][C:9]([C:11]4[CH:12]=[CH:13][C:14]([NH:17][S:18]([CH3:21])(=[O:20])=[O:19])=[N:15][CH:16]=4)=[CH:8][C:6]=3[N:7]=2)=[CH:37][N:38]=1. Given the reactants Cl[C:2]1[N:3]=[C:4]([N:22]2[CH2:27][CH2:26][O:25][CH2:24][CH2:23]2)[C:5]2[S:10][C:9]([C:11]3[CH:12]=[CH:13][C:14]([NH:17][S:18]([CH3:21])(=[O:20])=[O:19])=[N:15][CH:16]=3)=[CH:8][C:6]=2[N:7]=1.CC1(C)C(C)(C)OB([C:36]2[CH:37]=[N:38][C:39]([NH2:42])=[N:40][CH:41]=2)O1.C([O-])([O-])=O.[Na+].[Na+], predict the reaction product. (4) The product is: [Cl:23][C:9]1[C:8]2[CH2:7][CH2:6][N:14]([CH:15]3[CH2:18][C:17]([F:20])([F:19])[CH2:16]3)[C:13]=2[N:12]=[C:11]([S:21][CH3:22])[N:10]=1. Given the reactants CS(O[CH2:6][CH2:7][C:8]1[C:9]([Cl:23])=[N:10][C:11]([S:21][CH3:22])=[N:12][C:13]=1[NH:14][CH:15]1[CH2:18][C:17]([F:20])([F:19])[CH2:16]1)(=O)=O.C1CCN2C(=NCCC2)CC1, predict the reaction product. (5) Given the reactants C(OC([N:8]1[CH2:15][CH2:14][CH:13]2[CH:10]([N:11]([C:16]([C:18]3[S:22][C:21]([CH3:23])=[N:20][C:19]=3[C:24]3[CH:29]=[CH:28][CH:27]=[CH:26][C:25]=3[F:30])=[O:17])[CH2:12]2)[CH2:9]1)=O)(C)(C)C.FC(F)(F)C(O)=O, predict the reaction product. The product is: [CH:10]12[N:11]([C:16]([C:18]3[S:22][C:21]([CH3:23])=[N:20][C:19]=3[C:24]3[CH:29]=[CH:28][CH:27]=[CH:26][C:25]=3[F:30])=[O:17])[CH2:12][CH:13]1[CH2:14][CH2:15][NH:8][CH2:9]2. (6) Given the reactants [CH:1]1([CH2:4][CH2:5][O:6][C:7]2[CH:19]=[CH:18][C:10]([C:11]([NH:13][CH2:14][C:15]([OH:17])=[O:16])=[O:12])=[CH:9][CH:8]=2)[CH2:3][CH2:2]1.O[C:21]1C=CC(C(OC)=O)=CC=1.C1(CO)CCCC1, predict the reaction product. The product is: [CH:4]1([CH2:5][O:6][C:7]2[CH:8]=[CH:9][C:10]([C:11]([NH:13][CH2:14][C:15]([OH:17])=[O:16])=[O:12])=[CH:18][CH:19]=2)[CH2:1][CH2:3][CH2:2][CH2:21]1.